This data is from CYP2C9 substrate classification data from Carbon-Mangels et al.. The task is: Regression/Classification. Given a drug SMILES string, predict its absorption, distribution, metabolism, or excretion properties. Task type varies by dataset: regression for continuous measurements (e.g., permeability, clearance, half-life) or binary classification for categorical outcomes (e.g., BBB penetration, CYP inhibition). Dataset: cyp2c9_substrate_carbonmangels. (1) The result is 1 (substrate). The molecule is CN(C)CC/C=C1/c2ccccc2COc2ccccc21. (2) The compound is COC(=O)[C@H]1[C@@H](OC(=O)c2ccccc2)C[C@@H]2CC[C@H]1N2C. The result is 0 (non-substrate). (3) The molecule is CC(C)NC[C@H](O)COc1cccc2[nH]ccc12. The result is 0 (non-substrate). (4) The molecule is Cc1cccc(C)c1OC[C@@H](C)N. The result is 0 (non-substrate). (5) The molecule is Nc1ccccc1. The result is 0 (non-substrate).